This data is from Forward reaction prediction with 1.9M reactions from USPTO patents (1976-2016). The task is: Predict the product of the given reaction. (1) The product is: [O:37]=[C:29]1[NH:28][CH2:30][C:31](=[O:33])[N:11]1[CH2:10][CH2:9][O:8][C:7]1[CH:12]=[CH:13][C:4]([CH:3]=[O:19])=[C:5]([N+:16]([O-:18])=[O:17])[C:6]=1[O:14][CH3:15]. Given the reactants CO[CH:3]([O:19]C)[C:4]1[CH:13]=[CH:12][C:7]([O:8][CH2:9][CH2:10][NH2:11])=[C:6]([O:14][CH3:15])[C:5]=1[N+:16]([O-:18])=[O:17].C(N(CC)CC)C.[N+:28]([CH2:30][C:31]([O:33]CC)=O)#[C-:29].Cl.[OH-:37].[Na+], predict the reaction product. (2) Given the reactants [NH2:1][C:2]1[NH:3][C:4]([CH3:24])=[C:5]([C:20]([O:22][CH3:23])=[O:21])[CH:6]([C:13]2[CH:18]=[CH:17][C:16]([CH3:19])=[CH:15][CH:14]=2)[C:7]=1[C:8]([O:10][CH2:11][CH3:12])=[O:9].C(C1C(=O)C(Cl)=C(Cl)C(=O)C=1C#N)#N, predict the reaction product. The product is: [NH2:1][C:2]1[C:7]([C:8]([O:10][CH2:11][CH3:12])=[O:9])=[C:6]([C:13]2[CH:18]=[CH:17][C:16]([CH3:19])=[CH:15][CH:14]=2)[C:5]([C:20]([O:22][CH3:23])=[O:21])=[C:4]([CH3:24])[N:3]=1. (3) Given the reactants [C:1]12([O:11][CH2:12][CH2:13][O:14][CH2:15][CH2:16][O:17][CH2:18][CH2:19][O:20][CH2:21][CH2:22][O:23][CH2:24][CH2:25][O:26][CH2:27][CH2:28][N:29]=[N+]=[N-])[CH2:10][CH:5]3[CH2:6][CH:7]([CH2:9][CH:3]([CH2:4]3)[CH2:2]1)[CH2:8]2.C1(P(C2C=CC=CC=2)C2C=CC=CC=2)C=CC=CC=1.O, predict the reaction product. The product is: [C:1]12([O:11][CH2:12][CH2:13][O:14][CH2:15][CH2:16][O:17][CH2:18][CH2:19][O:20][CH2:21][CH2:22][O:23][CH2:24][CH2:25][O:26][CH2:27][CH2:28][NH2:29])[CH2:10][CH:5]3[CH2:4][CH:3]([CH2:9][CH:7]([CH2:6]3)[CH2:8]1)[CH2:2]2. (4) The product is: [Cl:22][C:4]1[CH:3]=[C:2]([NH:1][C:41]2[C:42]3[N:34]([CH2:33][CH2:32][OH:31])[CH:35]=[CH:36][C:37]=3[N:38]=[CH:39][N:40]=2)[CH:21]=[CH:20][C:5]=1[O:6][C:7]1[CH:8]=[C:9]([NH:13][C:14](=[O:19])[C:15]([CH3:17])([CH3:18])[CH3:16])[CH:10]=[CH:11][CH:12]=1. Given the reactants [NH2:1][C:2]1[CH:21]=[CH:20][C:5]([O:6][C:7]2[CH:8]=[C:9]([NH:13][C:14](=[O:19])[C:15]([CH3:18])([CH3:17])[CH3:16])[CH:10]=[CH:11][CH:12]=2)=[C:4]([Cl:22])[CH:3]=1.C([O:31][CH2:32][CH2:33][N:34]1[C:42]2[C:41](Cl)=[N:40][CH:39]=[N:38][C:37]=2[CH:36]=[CH:35]1)(=O)C1C=CC=CC=1.Cl.N1C=CC=CC=1.[OH-].[Na+].[Cl-].[NH4+], predict the reaction product. (5) The product is: [NH2:33][C:28]1[N:29]=[C:30]([CH3:32])[N:31]=[C:26]([C:25]2[C:20]([NH:1][C:2]3[CH:3]=[C:4]([NH:9][S:10]([N:13]4[CH2:18][CH2:17][O:16][CH2:15][CH2:14]4)(=[O:12])=[O:11])[C:5]([Cl:8])=[N:6][CH:7]=3)=[N:21][CH:22]=[C:23]([O:34][CH3:35])[CH:24]=2)[N:27]=1. Given the reactants [NH2:1][C:2]1[CH:3]=[C:4]([NH:9][S:10]([N:13]2[CH2:18][CH2:17][O:16][CH2:15][CH2:14]2)(=[O:12])=[O:11])[C:5]([Cl:8])=[N:6][CH:7]=1.F[C:20]1[C:25]([C:26]2[N:31]=[C:30]([CH3:32])[N:29]=[C:28]([NH2:33])[N:27]=2)=[CH:24][C:23]([O:34][CH3:35])=[CH:22][N:21]=1.C[Si]([N-][Si](C)(C)C)(C)C.[Na+], predict the reaction product. (6) Given the reactants [NH2:1][CH2:2][CH2:3][N:4]1[CH2:9][CH2:8][NH:7][CH2:6][CH2:5]1.[CH:10](=O)[C:11]1[CH:16]=[CH:15][CH:14]=[CH:13][CH:12]=1, predict the reaction product. The product is: [CH:10](=[N:1][CH2:2][CH2:3][N:4]1[CH2:9][CH2:8][NH:7][CH2:6][CH2:5]1)[C:11]1[CH:16]=[CH:15][CH:14]=[CH:13][CH:12]=1. (7) Given the reactants [C:1]1([NH:7][C:8]2[CH:13]=[CH:12][CH:11]=[CH:10][C:9]=2[NH2:14])[CH:6]=[CH:5][CH:4]=[CH:3][CH:2]=1.C(N(CC)CC)C.[F:22][C:23]1[CH:31]=[C:30]([F:32])[CH:29]=[CH:28][C:24]=1[C:25](Cl)=O.CCOCC, predict the reaction product. The product is: [F:22][C:23]1[CH:31]=[C:30]([F:32])[CH:29]=[CH:28][C:24]=1[C:25]1[N:7]([C:1]2[CH:2]=[CH:3][CH:4]=[CH:5][CH:6]=2)[C:8]2[CH:13]=[CH:12][CH:11]=[CH:10][C:9]=2[N:14]=1. (8) Given the reactants [CH2:1]([O:3][C:4]([C:6]1[O:7][C:8]2[CH:15]=[CH:14][CH:13]=[C:12]([NH2:16])[C:9]=2[C:10]=1[CH3:11])=[O:5])[CH3:2].[C:17]1([S:23](Cl)(=[O:25])=[O:24])[CH:22]=[CH:21][CH:20]=[CH:19][CH:18]=1, predict the reaction product. The product is: [CH2:1]([O:3][C:4]([C:6]1[O:7][C:8]2[CH:15]=[CH:14][CH:13]=[C:12]([NH:16][S:23]([C:17]3[CH:22]=[CH:21][CH:20]=[CH:19][CH:18]=3)(=[O:25])=[O:24])[C:9]=2[C:10]=1[CH3:11])=[O:5])[CH3:2]. (9) Given the reactants C([O:8][C:9]1[C:17]2[N:16]=[C:15]([CH3:18])[N:14]([CH3:19])[C:13]=2[CH:12]=[C:11]([CH2:20][O:21][CH3:22])[CH:10]=1)C1C=CC=CC=1, predict the reaction product. The product is: [OH:8][C:9]1[C:17]2[N:16]=[C:15]([CH3:18])[N:14]([CH3:19])[C:13]=2[CH:12]=[C:11]([CH2:20][O:21][CH3:22])[CH:10]=1.